The task is: Predict which catalyst facilitates the given reaction.. This data is from Catalyst prediction with 721,799 reactions and 888 catalyst types from USPTO. (1) Reactant: C([O:3][C:4](=[O:53])[CH2:5][C@H:6]1[CH2:11][CH2:10][C@H:9]([C:12]([N:14]2[C:23]3[C:18](=[CH:19][C:20]([O:24][C:25]([F:28])([F:27])[F:26])=[CH:21][CH:22]=3)[C@@H:17]([N:29]([CH2:36][C:37]3[CH:42]=[C:41]([C:43]([F:46])([F:45])[F:44])[CH:40]=[C:39]([C:47]([F:50])([F:49])[F:48])[CH:38]=3)[C:30]3[N:31]=[N:32][N:33]([CH3:35])[N:34]=3)[CH2:16][C@H:15]2[CH2:51][CH3:52])=[O:13])[CH2:8][CH2:7]1)C.[OH-].[Na+]. Product: [F:45][C:43]([F:44])([F:46])[C:41]1[CH:42]=[C:37]([CH:38]=[C:39]([C:47]([F:50])([F:49])[F:48])[CH:40]=1)[CH2:36][N:29]([C:30]1[N:31]=[N:32][N:33]([CH3:35])[N:34]=1)[C@@H:17]1[C:18]2[C:23](=[CH:22][CH:21]=[C:20]([O:24][C:25]([F:26])([F:27])[F:28])[CH:19]=2)[N:14]([C:12]([C@H:9]2[CH2:10][CH2:11][C@H:6]([CH2:5][C:4]([OH:53])=[O:3])[CH2:7][CH2:8]2)=[O:13])[C@H:15]([CH2:51][CH3:52])[CH2:16]1. The catalyst class is: 8. (2) Reactant: [CH3:1][O:2][C:3]([C:5]1[CH:6]=[C:7]2[C:12](=[CH:13][CH:14]=1)[O:11][CH2:10][C:9]([C:15]([OH:17])=[O:16])=[CH:8]2)=[O:4]. Product: [CH3:1][O:2][C:3]([C:5]1[CH:6]=[C:7]2[C:12](=[CH:13][CH:14]=1)[O:11][CH2:10][CH:9]([C:15]([OH:17])=[O:16])[CH2:8]2)=[O:4]. The catalyst class is: 5. (3) Product: [CH3:1][O:2][C:3]1[C:4]([CH3:25])=[C:5]([C:16]([O:23][CH3:24])=[C:17]([O:21][CH3:22])[C:18]=1[O:19][CH3:20])[CH2:6][C:7]1[C:8]([O:15][CH2:32][C:33]2[CH:38]=[CH:37][CH:36]=[CH:35][CH:34]=2)=[C:9]([CH:12]=[CH:13][CH:14]=1)[CH:10]=[O:11]. The catalyst class is: 21. Reactant: [CH3:1][O:2][C:3]1[C:4]([CH3:25])=[C:5]([C:16]([O:23][CH3:24])=[C:17]([O:21][CH3:22])[C:18]=1[O:19][CH3:20])[CH2:6][C:7]1[C:8]([OH:15])=[C:9]([CH:12]=[CH:13][CH:14]=1)[CH:10]=[O:11].C(=O)([O-])[O-].[Na+].[Na+].[CH2:32](Br)[C:33]1[CH:38]=[CH:37][CH:36]=[CH:35][CH:34]=1. (4) Reactant: O[C:2]([C:10]1([CH3:13])[CH2:12][CH2:11]1)=[CH:3][C:4](=[O:9])[CH:5]=[CH:6][O:7]C.C(O)(C(F)(F)F)=O. Product: [CH3:13][C:10]1([C:2]2[O:7][CH:6]=[CH:5][C:4](=[O:9])[CH:3]=2)[CH2:11][CH2:12]1. The catalyst class is: 11. (5) Reactant: [C:1](Cl)(=[O:6])/[C:2](=[CH:4]/[CH3:5])/[CH3:3].[CH3:8][O:9][C:10]1[CH:15]=[CH:14][C:13]([O:16][CH3:17])=[CH:12][CH:11]=1.Cl. Product: [CH3:8][O:9][C:10]1[CH:15]=[CH:14][C:13]([O:16][CH3:17])=[C:12]2[C:11]=1[CH:4]([CH3:5])[CH:2]([CH3:3])[C:1]2=[O:6]. The catalyst class is: 2. (6) Reactant: C([N:3]([CH2:6]C)CC)C.C1(P(N=[N+]=[N-])(C2C=CC=CC=2)=[O:15])C=CC=CC=1.[N:25]1([C:30]2[CH:38]=[CH:37][C:33](C(O)=O)=[CH:32][C:31]=2[O:39][CH3:40])[CH:29]=[CH:28][N:27]=[CH:26]1.Cl.[NH2:42][CH:43]1[C:55]2[CH:54]=[CH:53][CH:52]=[CH:51][C:50]=2[C:49]2[C:44]1=[CH:45][CH:46]=[CH:47][CH:48]=2. Product: [CH:54]1[C:55]2[CH:43]([NH:42][C:6]([NH:3][C:33]3[CH:37]=[CH:38][C:30]([N:25]4[CH:29]=[CH:28][N:27]=[CH:26]4)=[C:31]([O:39][CH3:40])[CH:32]=3)=[O:15])[C:44]3[C:49](=[CH:48][CH:47]=[CH:46][CH:45]=3)[C:50]=2[CH:51]=[CH:52][CH:53]=1. The catalyst class is: 375. (7) Reactant: [CH3:1][C:2]1[C:3]([C:22]2[CH:27]=[CH:26][CH:25]=[CH:24][CH:23]=2)=[C:4]([O:14][C:15]2[CH:21]=[CH:20][C:18]([NH2:19])=[CH:17][CH:16]=2)[C:5]2[C:10]([CH:11]=1)=[CH:9][C:8]([O:12][CH3:13])=[CH:7][CH:6]=2.CCN(CC)CC.[CH3:35][S:36](Cl)(=[O:38])=[O:37]. Product: [CH3:13][O:12][C:8]1[CH:9]=[C:10]2[C:5](=[CH:6][CH:7]=1)[C:4]([O:14][C:15]1[CH:21]=[CH:20][C:18]([NH:19][S:36]([CH3:35])(=[O:38])=[O:37])=[CH:17][CH:16]=1)=[C:3]([C:22]1[CH:27]=[CH:26][CH:25]=[CH:24][CH:23]=1)[C:2]([CH3:1])=[CH:11]2. The catalyst class is: 79.